Dataset: Peptide-MHC class II binding affinity with 134,281 pairs from IEDB. Task: Regression. Given a peptide amino acid sequence and an MHC pseudo amino acid sequence, predict their binding affinity value. This is MHC class II binding data. (1) The peptide sequence is DIFTNSRGKRASKGN. The MHC is DRB1_1501 with pseudo-sequence DRB1_1501. The binding affinity (normalized) is 0.0548. (2) The peptide sequence is GEPKGAAESSSKAAL. The MHC is HLA-DPA10201-DPB11401 with pseudo-sequence HLA-DPA10201-DPB11401. The binding affinity (normalized) is 0.199. (3) The peptide sequence is GGSVIRISSANPEDL. The MHC is DRB3_0101 with pseudo-sequence DRB3_0101. The binding affinity (normalized) is 0.235. (4) The peptide sequence is GKKEEKKEEKKESGD. The MHC is DRB1_0101 with pseudo-sequence DRB1_0101. The binding affinity (normalized) is 0.384. (5) The peptide sequence is HVGAKQENWNTDIKT. The MHC is DRB1_0701 with pseudo-sequence DRB1_0701. The binding affinity (normalized) is 0. (6) The peptide sequence is MGRDIKVQFQSGGAN. The MHC is DRB4_0101 with pseudo-sequence DRB4_0103. The binding affinity (normalized) is 0.893. (7) The peptide sequence is TACLSKAYANMWSLM. The MHC is DRB1_0301 with pseudo-sequence DRB1_0301. The binding affinity (normalized) is 0.311. (8) The peptide sequence is SGPLKAEIAQRLEDV. The MHC is DRB1_0802 with pseudo-sequence DRB1_0802. The binding affinity (normalized) is 0.156. (9) The peptide sequence is EFIPMKSSWGAIWRI. The MHC is HLA-DQA10101-DQB10501 with pseudo-sequence HLA-DQA10101-DQB10501. The binding affinity (normalized) is 0.214. (10) The peptide sequence is TNTFVLKKEVSETQH. The MHC is DRB1_0802 with pseudo-sequence DRB1_0802. The binding affinity (normalized) is 0.623.